Dataset: Forward reaction prediction with 1.9M reactions from USPTO patents (1976-2016). Task: Predict the product of the given reaction. (1) Given the reactants [NH2:1][C:2]1[CH:10]=[CH:9][C:5]([C:6]([OH:8])=[O:7])=[CH:4][N:3]=1.[CH3:11]O, predict the reaction product. The product is: [CH3:11][O:7][C:6](=[O:8])[C:5]1[CH:9]=[CH:10][C:2]([NH2:1])=[N:3][CH:4]=1. (2) Given the reactants [CH3:1][C@@H:2]1[C@H:7]([C:8]2[CH:9]=[C:10]3[C:19](=[CH:20][C:21]=2B2OC(C)(C)C(C)(C)O2)[O:18][CH2:17][C:16]2[N:11]3[C@H:12]([CH3:32])[C:13](=[O:31])[NH:14][N:15]=2)[CH2:6][CH2:5][N:4]([C:33]([OH:35])=[O:34])[CH2:3]1.Br[C:37]1[C:42]([F:43])=[CH:41][CH:40]=[CH:39][C:38]=1[F:44].C(=O)([O-])[O-].[Na+].[Na+], predict the reaction product. The product is: [C:2]([O:35][C:33]([N:4]1[CH2:5][CH2:6][C@@H:7]([C:8]2[CH:9]=[C:10]3[C:19](=[CH:20][C:21]=2[C:37]2[C:42]([F:43])=[CH:41][CH:40]=[CH:39][C:38]=2[F:44])[O:18][CH2:17][C:16]2[N:11]3[C@H:12]([CH3:32])[C:13](=[O:31])[NH:14][N:15]=2)[C@@H:2]([CH3:1])[CH2:3]1)=[O:34])([CH3:7])([CH3:3])[CH3:1]. (3) Given the reactants [CH3:1][N:2]([CH3:30])[CH2:3][CH2:4][O:5][C:6]1[CH:7]=[C:8]2[C:13](=[CH:14][CH:15]=1)[NH:12][C:11](=[O:16])[N:10]([CH:17]1[CH2:22][CH2:21][N:20](CC3C=CC=CC=3)[CH2:19][CH2:18]1)[CH2:9]2.[H][H], predict the reaction product. The product is: [CH3:1][N:2]([CH3:30])[CH2:3][CH2:4][O:5][C:6]1[CH:7]=[C:8]2[C:13](=[CH:14][CH:15]=1)[NH:12][C:11](=[O:16])[N:10]([CH:17]1[CH2:22][CH2:21][NH:20][CH2:19][CH2:18]1)[CH2:9]2.